Dataset: Peptide-MHC class II binding affinity with 134,281 pairs from IEDB. Task: Regression. Given a peptide amino acid sequence and an MHC pseudo amino acid sequence, predict their binding affinity value. This is MHC class II binding data. (1) The binding affinity (normalized) is 0.490. The peptide sequence is SVPAADKFKTFEAAF. The MHC is DRB1_0101 with pseudo-sequence DRB1_0101. (2) The MHC is HLA-DPA10201-DPB10101 with pseudo-sequence HLA-DPA10201-DPB10101. The peptide sequence is TCGFVDERGLYKSLK. The binding affinity (normalized) is 0.283. (3) The peptide sequence is LAAMDGGGFYADDTA. The MHC is HLA-DQA10601-DQB10402 with pseudo-sequence HLA-DQA10601-DQB10402. The binding affinity (normalized) is 0.